Predict the reactants needed to synthesize the given product. From a dataset of Full USPTO retrosynthesis dataset with 1.9M reactions from patents (1976-2016). (1) Given the product [NH2:18][C:19]1[O:4][C:3]([C:2]([OH:1])([CH2:7][CH3:8])[C:9]([F:10])([F:11])[F:12])=[N:5][N:6]=1, predict the reactants needed to synthesize it. The reactants are: [OH:1][C:2]([C:9]([F:12])([F:11])[F:10])([CH2:7][CH3:8])[C:3]([NH:5][NH2:6])=[O:4].C([O-])(O)=O.[Na+].[N:18]#[C:19]Br. (2) Given the product [C:52]([O:56][C:57]([N:59]([CH2:67][CH2:68][S:69][S:70][C:71]([CH3:74])([CH3:73])[CH3:72])[CH2:60][C:61]([O:42][C@H:27]1[C@@H:28]([OH:41])[C@H:29]([N:31]2[CH:32]=[N:33][C:34]3[C:35]2=[N:36][CH:37]=[N:38][C:39]=3[NH2:40])[O:30][C@@H:26]1[CH2:25][O:24][P:21]([O:20][C@H:2]1[CH2:1][C@H:5]([N:6]2[CH:7]=[CH:8][C:9]([NH2:13])=[N:10][C:11]2=[O:12])[O:4][C@@H:3]1[CH2:14][O:15][P:16]([OH:18])([OH:19])=[O:17])([OH:23])=[O:22])=[O:62])=[O:58])([CH3:55])([CH3:54])[CH3:53], predict the reactants needed to synthesize it. The reactants are: [CH2:1]1[C@H:5]([N:6]2[C:11](=[O:12])[N:10]=[C:9]([NH2:13])[CH:8]=[CH:7]2)[O:4][C@H:3]([CH2:14][O:15][P:16]([OH:19])([OH:18])=[O:17])[C@H:2]1[O:20][P:21]([O:24][CH2:25][C@H:26]1[O:30][C@@H:29]([N:31]2[C:35]3[N:36]=[CH:37][N:38]=[C:39]([NH2:40])[C:34]=3[N:33]=[CH:32]2)[C@H:28]([OH:41])[C@@H:27]1[OH:42])([OH:23])=[O:22].N1C=CN=C1.C(O)(=O)C.[C:52]([O:56][C:57]([N:59]([CH2:67][CH2:68][S:69][S:70][C:71]([CH3:74])([CH3:73])[CH3:72])[CH2:60][C:61](OCC#N)=[O:62])=[O:58])([CH3:55])([CH3:54])[CH3:53]. (3) Given the product [Br:23][CH2:24][CH2:25][CH2:26][CH2:27][O:1][C:2]1[CH:7]=[CH:6][C:5]([N:8]([CH3:22])[S:9]([C:12]2[CH:17]=[CH:16][C:15]([C:18]([F:21])([F:19])[F:20])=[CH:14][CH:13]=2)(=[O:11])=[O:10])=[CH:4][CH:3]=1, predict the reactants needed to synthesize it. The reactants are: [OH:1][C:2]1[CH:7]=[CH:6][C:5]([N:8]([CH3:22])[S:9]([C:12]2[CH:17]=[CH:16][C:15]([C:18]([F:21])([F:20])[F:19])=[CH:14][CH:13]=2)(=[O:11])=[O:10])=[CH:4][CH:3]=1.[Br:23][CH2:24][CH2:25][CH2:26][CH2:27]Br.[H-].[Na+].[NH4+].[Cl-]. (4) Given the product [OH:11][CH2:10][CH2:9][C:5]1[CH:4]=[C:3]([CH:8]=[CH:7][CH:6]=1)[CH:2]=[O:1], predict the reactants needed to synthesize it. The reactants are: [OH:1][CH2:2][C:3]1[CH:4]=[C:5]([CH2:9][CH2:10][OH:11])[CH:6]=[CH:7][CH:8]=1. (5) Given the product [OH:8][C:5]1[CH:4]=[C:3]2[C:2](=[CH:7][CH:6]=1)[NH:1][N:15]=[C:9]2[CH2:10][CH:11]([CH3:13])[CH3:12], predict the reactants needed to synthesize it. The reactants are: [NH2:1][C:2]1[CH:7]=[CH:6][C:5]([OH:8])=[CH:4][C:3]=1[C:9](=O)[CH2:10][CH:11]([CH3:13])[CH3:12].[N:15]([O-])=O.[Na+].O.O.[Sn](Cl)Cl. (6) The reactants are: [F:1][C:2]1[CH:7]=[CH:6][C:5]([C:8]2[CH:9]=[CH:10][C:11]3[N:12]([C:14]([S:17][C:18]4[CH:36]=[CH:35][C:21]5[N:22]=[C:23]([NH:25][C:26](=[O:34])[O:27][C:28]6C=C[CH:31]=[CH:30][CH:29]=6)[S:24][C:20]=5[CH:19]=4)=[N:15][N:16]=3)[N:13]=2)=[CH:4][CH:3]=1.[OH:37]CC1CCO1.C(N(CC)CC)C. Given the product [F:1][C:2]1[CH:7]=[CH:6][C:5]([C:8]2[CH:9]=[CH:10][C:11]3[N:12]([C:14]([S:17][C:18]4[CH:36]=[CH:35][C:21]5[N:22]=[C:23]([NH:25][C:26](=[O:34])[O:27][CH2:28][CH:29]6[CH2:30][CH2:31][O:37]6)[S:24][C:20]=5[CH:19]=4)=[N:15][N:16]=3)[N:13]=2)=[CH:4][CH:3]=1, predict the reactants needed to synthesize it.